From a dataset of Full USPTO retrosynthesis dataset with 1.9M reactions from patents (1976-2016). Predict the reactants needed to synthesize the given product. (1) Given the product [C:1]([O:5][C:6]1[CH:7]=[C:8]2[C:11](=[CH:12][CH:13]=1)[CH:10]([CH2:14][NH2:15])[CH2:9]2)([CH3:4])([CH3:3])[CH3:2], predict the reactants needed to synthesize it. The reactants are: [C:1]([O:5][C:6]1[CH:7]=[C:8]2[C:11](=[CH:12][CH:13]=1)[CH:10]([C:14]#[N:15])[CH2:9]2)([CH3:4])([CH3:3])[CH3:2]. (2) The reactants are: [C:1]([C:5]1[CH:14]=[CH:13][C:8]2[NH:9][C:10](=[O:12])[O:11][C:7]=2[CH:6]=1)(=[O:4])[CH2:2][CH3:3].C(=O)([O-])[O-].[K+].[K+].[CH2:21](Br)[C:22]1[CH:27]=[CH:26][CH:25]=[CH:24][CH:23]=1. Given the product [CH2:21]([N:9]1[C:8]2[CH:13]=[CH:14][C:5]([C:1](=[O:4])[CH2:2][CH3:3])=[CH:6][C:7]=2[O:11][C:10]1=[O:12])[C:22]1[CH:27]=[CH:26][CH:25]=[CH:24][CH:23]=1, predict the reactants needed to synthesize it. (3) Given the product [C:38]([S:40][CH2:28][C:20]1[C@:21]2([CH2:23][CH2:24][C@H:25]3[C:16](=[CH:15][CH:14]=[C:13]4[C@:26]3([CH3:27])[C@@H:9]([O:8][Si:1]([C:4]([CH3:6])([CH3:5])[CH3:7])([CH3:3])[CH3:2])[CH2:10][C@H:11]([O:30][Si:31]([C:34]([CH3:36])([CH3:37])[CH3:35])([CH3:33])[CH3:32])[CH2:12]4)[C@@H:17]2[CH2:18][CH:19]=1)[CH3:22])(=[O:41])[CH3:39], predict the reactants needed to synthesize it. The reactants are: [Si:1]([O:8][C@@H:9]1[C@@:26]2([CH3:27])[C:13](=[CH:14][CH:15]=[C:16]3[C@@H:25]2[CH2:24][CH2:23][C@@:21]2([CH3:22])[C@H:17]3[CH2:18][CH:19]=[C:20]2[CH2:28]Br)[CH2:12][C@@H:11]([O:30][Si:31]([C:34]([CH3:37])([CH3:36])[CH3:35])([CH3:33])[CH3:32])[CH2:10]1)([C:4]([CH3:7])([CH3:6])[CH3:5])([CH3:3])[CH3:2].[C:38]([O-:41])(=[S:40])[CH3:39].[K+]. (4) Given the product [Cl:10][C:11]1[C:29]([CH3:30])=[CH:28][C:14]2[N:15]=[C:16]3[C:21]([N:22]([CH2:23][CH2:24][N:1]4[CH2:6][CH2:5][CH:4]([C:7]([OH:9])=[O:8])[CH2:3][CH2:2]4)[C:13]=2[CH:12]=1)=[N:20][C:19](=[O:26])[NH:18][C:17]3=[O:27], predict the reactants needed to synthesize it. The reactants are: [NH:1]1[CH2:6][CH2:5][CH:4]([C:7]([OH:9])=[O:8])[CH2:3][CH2:2]1.[Cl:10][C:11]1[C:29]([CH3:30])=[CH:28][C:14]2[N:15]=[C:16]3[C:21]([N:22]([CH2:23][CH:24]=O)[C:13]=2[CH:12]=1)=[N:20][C:19](=[O:26])[NH:18][C:17]3=[O:27].[BH3-]C#N.[Na+]. (5) Given the product [CH3:1][O:2][C:3]1[CH:10]=[C:9]([O:11][CH3:12])[CH:8]=[CH:7][C:4]=1[CH2:5][NH:6][C:21]1[N:28]=[CH:27][CH:26]=[CH:25][C:22]=1[C:23]#[N:24], predict the reactants needed to synthesize it. The reactants are: [CH3:1][O:2][C:3]1[CH:10]=[C:9]([O:11][CH3:12])[CH:8]=[CH:7][C:4]=1[CH2:5][NH2:6].C(N(CC)CC)C.Cl[C:21]1[N:28]=[CH:27][CH:26]=[CH:25][C:22]=1[C:23]#[N:24]. (6) Given the product [Cl:1][C:2]1[CH:3]=[C:4]([O:15][CH2:16][CH2:17][CH2:18][OH:19])[C:5]([NH:8][C:9](=[O:14])[C:10]([CH3:13])([CH3:11])[CH3:12])=[C:6]([CH:29]([C:28]2[CH:31]=[CH:32][CH:33]=[C:34]([O:35][CH3:36])[C:27]=2[O:26][CH3:25])[OH:30])[CH:7]=1, predict the reactants needed to synthesize it. The reactants are: [Cl:1][C:2]1[CH:7]=[CH:6][C:5]([NH:8][C:9](=[O:14])[C:10]([CH3:13])([CH3:12])[CH3:11])=[C:4]([O:15][CH2:16][CH2:17][CH2:18][OH:19])[CH:3]=1.C([Li])(C)(C)C.[CH3:25][O:26][C:27]1[C:34]([O:35][CH3:36])=[CH:33][CH:32]=[CH:31][C:28]=1[CH:29]=[O:30].[Cl-].[NH4+]. (7) Given the product [Cl:7][C:8]([Cl:13])([Cl:12])[C:9]([C:3]1[N:2]([CH3:1])[CH:6]=[CH:5][CH:4]=1)=[O:10], predict the reactants needed to synthesize it. The reactants are: [CH3:1][N:2]1[CH:6]=[CH:5][CH:4]=[CH:3]1.[Cl:7][C:8]([Cl:13])([Cl:12])[C:9](Cl)=[O:10].C(=O)([O-])O.[Na+].